This data is from Reaction yield outcomes from USPTO patents with 853,638 reactions. The task is: Predict the reaction yield, written as a fraction of the theoretical maximum amount of product (1.0 means a 100% yield; for example, 0.34 means a 34% yield). (1) The yield is 0.440. The catalyst is C(Cl)Cl.CO. The product is [NH:1]1[C:5]2[CH:6]=[CH:7][C:8]([C:10]([N:19]3[C@@H:20]4[C@:15]([CH2:13][CH3:14])([C:24]5[CH:25]=[CH:26][CH:27]=[CH:28][C:23]=5[CH2:22][CH2:21]4)[CH2:16][CH2:17][CH2:18]3)=[O:12])=[CH:9][C:4]=2[N:3]=[CH:2]1. The reactants are [NH:1]1[C:5]2[CH:6]=[CH:7][C:8]([C:10]([OH:12])=O)=[CH:9][C:4]=2[N:3]=[CH:2]1.[CH2:13]([C@:15]12[C:24]3[CH:25]=[CH:26][CH:27]=[CH:28][C:23]=3[CH2:22][CH2:21][C@@H:20]1[NH:19][CH2:18][CH2:17][CH2:16]2)[CH3:14]. (2) The reactants are [F:1][C:2]1[C:7]([CH:8]([C:10]2[N:11]=[CH:12][N:13]([C:15]([C:28]3[CH:33]=[CH:32][CH:31]=[CH:30][CH:29]=3)([C:22]3[CH:27]=[CH:26][CH:25]=[CH:24][CH:23]=3)[C:16]3[CH:21]=[CH:20][CH:19]=[CH:18][CH:17]=3)[CH:14]=2)[OH:9])=[CH:6][CH:5]=[CH:4][N:3]=1. The catalyst is ClCCl.[O-2].[O-2].[Mn+4]. The product is [F:1][C:2]1[C:7]([C:8]([C:10]2[N:11]=[CH:12][N:13]([C:15]([C:28]3[CH:33]=[CH:32][CH:31]=[CH:30][CH:29]=3)([C:16]3[CH:17]=[CH:18][CH:19]=[CH:20][CH:21]=3)[C:22]3[CH:27]=[CH:26][CH:25]=[CH:24][CH:23]=3)[CH:14]=2)=[O:9])=[CH:6][CH:5]=[CH:4][N:3]=1. The yield is 0.850. (3) The product is [CH3:25][O:24][C:21]1[CH:22]=[CH:23][C:18]([CH2:17][O:12][CH2:11][CH2:10][Br:9])=[CH:19][CH:20]=1. The yield is 0.790. The catalyst is C1COCC1. The reactants are FC(F)(F)S(O)(=O)=O.[Br:9][CH2:10][CH2:11][OH:12].ClC(Cl)(Cl)C(=N)O[CH2:17][C:18]1[CH:23]=[CH:22][C:21]([O:24][CH3:25])=[CH:20][CH:19]=1.C([O-])(O)=O.[Na+]. (4) The reactants are Cl[C:2]1[CH:3]=[CH:4][C:5]2[O:14][CH2:13][CH2:12][C:11]3[CH:10]=[C:9]([C:15]4[N:16]([C:20]5[CH:25]=[CH:24][C:23]([F:26])=[CH:22][C:21]=5[F:27])[N:17]=[CH:18][N:19]=4)[S:8][C:7]=3[C:6]=2[N:28]=1.[CH3:29][N:30]1[CH2:34][CH2:33][CH:32]([CH2:35][NH2:36])[CH2:31]1.C(N1CCN2CCN(CCCC)P1N(CCCC)CC2)CCC. The catalyst is O1CCOCC1.CC([O-])=O.CC([O-])=O.[Pd+2]. The product is [F:27][C:21]1[CH:22]=[C:23]([F:26])[CH:24]=[CH:25][C:20]=1[N:16]1[C:15]([C:9]2[S:8][C:7]3[C:6]4[N:28]=[C:2]([NH:36][CH2:35][CH:32]5[CH2:33][CH2:34][N:30]([CH3:29])[CH2:31]5)[CH:3]=[CH:4][C:5]=4[O:14][CH2:13][CH2:12][C:11]=3[CH:10]=2)=[N:19][CH:18]=[N:17]1. The yield is 0.340. (5) The reactants are [C:1]([O:4][CH2:5][CH2:6][CH2:7][N:8]1[C:13](=[O:14])[C:12]2[NH:15][C:16]([C:19]3[CH:24]=[CH:23][CH:22]=[C:21]([O:25][C:26]([F:29])([F:28])[F:27])[CH:20]=3)=[C:17](Br)[C:11]=2[N:10]([CH3:30])[C:9]1=[O:31])(=[O:3])[CH3:2].[CH3:32]B1OB(C)OB(C)O1.C([O-])([O-])=O.[Cs+].[Cs+]. The catalyst is O1CCOCC1.CC(=O)OCC.O.C1C=CC(P(C2C=CC=CC=2)[C-]2C=CC=C2)=CC=1.C1C=CC(P(C2C=CC=CC=2)[C-]2C=CC=C2)=CC=1.Cl[Pd]Cl.[Fe+2]. The product is [C:1]([O:4][CH2:5][CH2:6][CH2:7][N:8]1[C:13](=[O:14])[C:12]2[NH:15][C:16]([C:19]3[CH:24]=[CH:23][CH:22]=[C:21]([O:25][C:26]([F:29])([F:28])[F:27])[CH:20]=3)=[C:17]([CH3:32])[C:11]=2[N:10]([CH3:30])[C:9]1=[O:31])(=[O:3])[CH3:2]. The yield is 0.918. (6) The reactants are C([O:3][C:4](=[O:17])[C:5]1[CH:10]=[CH:9][C:8]([CH:11]([OH:16])[CH2:12][CH:13]([CH3:15])[CH3:14])=[CH:7][CH:6]=1)C.[OH-].[Na+].Cl. The catalyst is O1CCCC1. The product is [OH:16][CH:11]([C:8]1[CH:7]=[CH:6][C:5]([C:4]([OH:17])=[O:3])=[CH:10][CH:9]=1)[CH2:12][CH:13]([CH3:15])[CH3:14]. The yield is 0.830. (7) The reactants are [Cl-].[Al+3].[Cl-].[Cl-].[Cl:5][C:6]1[C:19]2[C:10](=[CH:11][C:12]3[C:17]([CH:18]=2)=[CH:16][CH:15]=[CH:14][CH:13]=3)[CH:9]=[CH:8][CH:7]=1.[C:20](Cl)(=[O:24])[C:21](Cl)=[O:22].Cl. The catalyst is C(=S)=S. The product is [Cl:5][C:6]1[C:19]2[C:10]3[C:9]([C:20](=[O:24])[C:21](=[O:22])[C:11]=3[C:12]3[C:17]([CH:18]=2)=[CH:16][CH:15]=[CH:14][CH:13]=3)=[CH:8][CH:7]=1. The yield is 0.530. (8) The reactants are [CH3:1][S:2]([C:5]1[CH:20]=[CH:19][C:8]([O:9][C:10]2[CH:15]=[CH:14][C:13]([N+:16]([O-])=O)=[CH:12][CH:11]=2)=[CH:7][CH:6]=1)(=[O:4])=[O:3]. The catalyst is CO.C(OCC)(=O)C.[Pd]. The product is [CH3:1][S:2]([C:5]1[CH:20]=[CH:19][C:8]([O:9][C:10]2[CH:15]=[CH:14][C:13]([NH2:16])=[CH:12][CH:11]=2)=[CH:7][CH:6]=1)(=[O:3])=[O:4]. The yield is 1.00.